From a dataset of Peptide-MHC class I binding affinity with 185,985 pairs from IEDB/IMGT. Regression. Given a peptide amino acid sequence and an MHC pseudo amino acid sequence, predict their binding affinity value. This is MHC class I binding data. (1) The peptide sequence is FSNRVYEALY. The MHC is HLA-A03:01 with pseudo-sequence HLA-A03:01. The binding affinity (normalized) is 0.101. (2) The peptide sequence is SQLEMCEKY. The MHC is HLA-B08:01 with pseudo-sequence HLA-B08:01. The binding affinity (normalized) is 0.0847. (3) The peptide sequence is LFTIAMWLL. The MHC is HLA-A23:01 with pseudo-sequence HLA-A23:01. The binding affinity (normalized) is 0.278. (4) The peptide sequence is AVTAALHRK. The MHC is HLA-B18:01 with pseudo-sequence HLA-B18:01. The binding affinity (normalized) is 0.0847. (5) The peptide sequence is YLKDQQLL. The MHC is HLA-A01:01 with pseudo-sequence HLA-A01:01. The binding affinity (normalized) is 0. (6) The peptide sequence is RENQVAVVR. The MHC is HLA-A01:01 with pseudo-sequence HLA-A01:01. The binding affinity (normalized) is 0.0847.